From a dataset of Reaction yield outcomes from USPTO patents with 853,638 reactions. Predict the reaction yield, written as a fraction of the theoretical maximum amount of product (1.0 means a 100% yield; for example, 0.34 means a 34% yield). (1) The reactants are Cl[C:2]1[S:3][C:4]([C:7]2[CH:8]=[N:9][N:10]([CH3:12])[CH:11]=2)=[N:5][N:6]=1.O.[NH2:14][NH2:15]. The catalyst is C(O)C. The product is [CH3:12][N:10]1[CH:11]=[C:7]([C:4]2[S:3][C:2]([NH:14][NH2:15])=[N:6][N:5]=2)[CH:8]=[N:9]1. The yield is 1.00. (2) The reactants are F[C:2]1[CH:3]=[CH:4][C:5]([C:8]([NH2:10])=[O:9])=[N:6][CH:7]=1.[O:11]1CCO[CH:12]1[C:16]1[CH:21]=[CH:20][C:19]([OH:22])=[C:18]([O:23][CH3:24])[CH:17]=1. No catalyst specified. The product is [CH:12]([C:16]1[CH:21]=[CH:20][C:19]([O:22][C:2]2[CH:3]=[CH:4][C:5]([C:8]([NH2:10])=[O:9])=[N:6][CH:7]=2)=[C:18]([O:23][CH3:24])[CH:17]=1)=[O:11]. The yield is 0.160.